Task: Predict the product of the given reaction.. Dataset: Forward reaction prediction with 1.9M reactions from USPTO patents (1976-2016) (1) Given the reactants [Cl:1][C:2]1[CH:3]=[C:4]([CH:27]=[CH:28][C:29]=1[Cl:30])[C:5]([NH:7][C:8]1[CH:9]=[N:10][C:11]([O:14][C:15]2[CH:20]=[CH:19][C:18]([CH2:21][CH2:22][CH2:23][CH2:24][CH2:25]O)=[CH:17][CH:16]=2)=[CH:12][CH:13]=1)=[O:6].S(Cl)([Cl:33])=O, predict the reaction product. The product is: [ClH:1].[Cl:1][C:2]1[CH:3]=[C:4]([CH:27]=[CH:28][C:29]=1[Cl:30])[C:5]([NH:7][C:8]1[CH:9]=[N:10][C:11]([O:14][C:15]2[CH:16]=[CH:17][C:18]([CH2:21][CH2:22][CH2:23][CH2:24][CH2:25][Cl:33])=[CH:19][CH:20]=2)=[CH:12][CH:13]=1)=[O:6]. (2) Given the reactants Br[C:2]1[CH:7]=[C:6]([Cl:8])[CH:5]=[CH:4][C:3]=1[Cl:9].CCCCCC.C([Li])CCC.[CH3:21][O:22][C:23]1[CH:31]=[C:30]2[C:26]([CH2:27][CH2:28][C:29]2=[O:32])=[CH:25][CH:24]=1.[Cl-].[NH4+], predict the reaction product. The product is: [Cl:9][C:3]1[CH:4]=[CH:5][C:6]([Cl:8])=[CH:7][C:2]=1[C:29]1([OH:32])[C:30]2[C:26](=[CH:25][CH:24]=[C:23]([O:22][CH3:21])[CH:31]=2)[CH2:27][CH2:28]1. (3) Given the reactants [Cl:1][C:2]1[C:14]([F:15])=[CH:13][CH:12]=[C:11]2[C:3]=1[C:4]1[CH2:5][CH2:6][CH2:7][C:8](=[O:23])[C:9]=1[N:10]2C(OC(C)(C)C)=O.C(O)(C(F)(F)F)=O, predict the reaction product. The product is: [Cl:1][C:2]1[C:14]([F:15])=[CH:13][CH:12]=[C:11]2[C:3]=1[C:4]1[CH2:5][CH2:6][CH2:7][C:8](=[O:23])[C:9]=1[NH:10]2. (4) Given the reactants [C:1]1([C:24]2[CH:29]=[CH:28][CH:27]=[CH:26][CH:25]=2)[CH:6]=[CH:5][C:4]([CH2:7][CH:8]([N:15]2[C:19]3[CH:20]=[CH:21][CH:22]=[CH:23][C:18]=3[N:17]=[N:16]2)[C:9]2[CH:14]=[CH:13][CH:12]=[CH:11][CH:10]=2)=[CH:3][CH:2]=1.C([Li])CCC.Br[CH2:36][C:37]1[CH:42]=[CH:41][C:40]([B:43]2[O:47][C:46]([CH3:49])([CH3:48])[C:45]([CH3:51])([CH3:50])[O:44]2)=[CH:39][CH:38]=1, predict the reaction product. The product is: [C:1]1([C:24]2[CH:25]=[CH:26][CH:27]=[CH:28][CH:29]=2)[CH:2]=[CH:3][C:4]([CH2:7][C:8]([N:15]2[C:19]3[CH:20]=[CH:21][CH:22]=[CH:23][C:18]=3[N:17]=[N:16]2)([C:9]2[CH:10]=[CH:11][CH:12]=[CH:13][CH:14]=2)[CH2:36][C:37]2[CH:38]=[CH:39][C:40]([B:43]3[O:44][C:45]([CH3:51])([CH3:50])[C:46]([CH3:49])([CH3:48])[O:47]3)=[CH:41][CH:42]=2)=[CH:5][CH:6]=1. (5) Given the reactants [Cl:1][C:2]1[N:7]=[C:6](Cl)[CH:5]=[C:4]([Cl:9])[N:3]=1.[CH3:10][N:11]1[C:15](B(O)O)=[CH:14][CH:13]=[N:12]1, predict the reaction product. The product is: [Cl:1][C:2]1[N:3]=[C:4]([Cl:9])[CH:5]=[C:6]([C:15]2[N:11]([CH3:10])[N:12]=[CH:13][CH:14]=2)[N:7]=1. (6) Given the reactants [CH3:1][N:2]1[C:6]([CH2:7][C:8]#[N:9])=[CH:5][CH:4]=[N:3]1.[CH3:10][N:11]([CH:13](OC)OC)[CH3:12], predict the reaction product. The product is: [CH3:10][N:11]([CH3:12])[CH:13]=[C:7]([C:6]1[N:2]([CH3:1])[N:3]=[CH:4][CH:5]=1)[C:8]#[N:9].